This data is from Peptide-MHC class II binding affinity with 134,281 pairs from IEDB. The task is: Regression. Given a peptide amino acid sequence and an MHC pseudo amino acid sequence, predict their binding affinity value. This is MHC class II binding data. (1) The peptide sequence is PTHRHLKGEACPLPH. The MHC is DRB1_0405 with pseudo-sequence DRB1_0405. The binding affinity (normalized) is 0. (2) The peptide sequence is SHELMTMTRPILRLL. The MHC is DRB1_0301 with pseudo-sequence DRB1_0301. The binding affinity (normalized) is 0.795. (3) The peptide sequence is YDKFLANVGTVLTGK. The MHC is DRB1_1001 with pseudo-sequence DRB1_1001. The binding affinity (normalized) is 0.566. (4) The peptide sequence is ARVTVKDVTFRNITG. The MHC is DRB1_0401 with pseudo-sequence DRB1_0401. The binding affinity (normalized) is 0.616. (5) The peptide sequence is QLSALWARFPLPVIP. The MHC is DRB1_0101 with pseudo-sequence DRB1_0101. The binding affinity (normalized) is 0.465. (6) The peptide sequence is IHGWFAVDFTAAELV. The MHC is DRB4_0101 with pseudo-sequence DRB4_0103. The binding affinity (normalized) is 0.224. (7) The peptide sequence is VLNIKYTRPGDSLAE. The MHC is DRB1_1101 with pseudo-sequence DRB1_1101. The binding affinity (normalized) is 0.605. (8) The peptide sequence is VRFQEAANKQKQELD. The MHC is DRB1_0404 with pseudo-sequence DRB1_0404. The binding affinity (normalized) is 0.185. (9) The peptide sequence is QKLMEDINVGFKAAV. The MHC is HLA-DQA10104-DQB10503 with pseudo-sequence HLA-DQA10104-DQB10503. The binding affinity (normalized) is 0.209.